Dataset: Reaction yield outcomes from USPTO patents with 853,638 reactions. Task: Predict the reaction yield, written as a fraction of the theoretical maximum amount of product (1.0 means a 100% yield; for example, 0.34 means a 34% yield). (1) The reactants are [S:1]1(=[O:7])(=[O:6])[CH2:5][CH2:4][CH2:3][CH2:2]1.C([Li])CCC.[CH:13]([C:15]1[CH:20]=[CH:19][C:18]([CH:21]([CH3:27])[C:22]([O:24][CH2:25][CH3:26])=[O:23])=[CH:17][CH:16]=1)=[O:14]. The catalyst is O1CCCC1.CCCCCC. The product is [O:6]=[S:1]1(=[O:7])[CH2:5][CH2:4][CH2:3][CH:2]1[CH:13]([OH:14])[C:15]1[CH:16]=[CH:17][C:18]([CH:21]([CH3:27])[C:22]([O:24][CH2:25][CH3:26])=[O:23])=[CH:19][CH:20]=1. The yield is 0.390. (2) The reactants are I[C:2]1[CH:14]=[CH:13][C:5]([CH2:6][N:7]2[CH2:12][CH2:11][O:10][CH2:9][CH2:8]2)=[CH:4][CH:3]=1.[CH3:15][O:16][C:17](=[O:25])[C:18]1[CH:23]=[CH:22][C:21]([SH:24])=[CH:20][CH:19]=1.C([O-])([O-])=O.[K+].[K+]. The catalyst is CN1C(=O)CCC1.CCOC(C)=O.[Cu]I. The product is [CH3:15][O:16][C:17](=[O:25])[C:18]1[CH:23]=[CH:22][C:21]([S:24][C:2]2[CH:14]=[CH:13][C:5]([CH2:6][N:7]3[CH2:12][CH2:11][O:10][CH2:9][CH2:8]3)=[CH:4][CH:3]=2)=[CH:20][CH:19]=1. The yield is 0.980.